This data is from Forward reaction prediction with 1.9M reactions from USPTO patents (1976-2016). The task is: Predict the product of the given reaction. Given the reactants [CH3:1][O:2][C:3]1[CH:22]=[CH:21][C:6]([CH2:7][N:8]2[CH:17]=[CH:16][C:15]3[C:10](=[CH:11][CH:12]=[C:13]([NH:18]N)[CH:14]=3)[C:9]2=[O:20])=[CH:5][CH:4]=1.[NH:23]1C2[C:26](=[CH:27]C=CC=2)[CH:25]=[CH:24]1.[Cl:32]CCCC1OCCO1, predict the reaction product. The product is: [NH2:23][CH2:24][CH2:25][C:26]1[C:14]2=[C:15]3[C:10](=[CH:11][CH:12]=[C:13]2[NH:18][CH:27]=1)[C:9](=[O:20])[N:8]([CH2:7][C:6]1[CH:21]=[CH:22][C:3]([O:2][CH3:1])=[CH:4][CH:5]=1)[CH:17]=[CH:16]3.[ClH:32].